Dataset: Reaction yield outcomes from USPTO patents with 853,638 reactions. Task: Predict the reaction yield, written as a fraction of the theoretical maximum amount of product (1.0 means a 100% yield; for example, 0.34 means a 34% yield). (1) The reactants are [CH:1](=O)[C:2]1[CH:7]=[CH:6][CH:5]=[CH:4][CH:3]=1.[CH2:9]([SH:13])[CH2:10][CH2:11][SH:12].B(F)(F)F.CCOCC. The catalyst is C(Cl)Cl. The product is [C:2]1([CH:1]2[S:13][CH2:9][CH2:10][CH2:11][S:12]2)[CH:7]=[CH:6][CH:5]=[CH:4][CH:3]=1. The yield is 0.870. (2) The reactants are [OH:1][C:2]1[CH:3]=[C:4]([CH2:9][C:10]#[N:11])[CH:5]=[CH:6][C:7]=1[CH3:8].C([O-])([O-])=O.[K+].[K+].Br[CH2:19][CH2:20][CH2:21][CH3:22]. The catalyst is CC(C)=O. The product is [CH2:19]([O:1][C:2]1[CH:3]=[C:4]([CH2:9][C:10]#[N:11])[CH:5]=[CH:6][C:7]=1[CH3:8])[CH2:20][CH2:21][CH3:22]. The yield is 0.610. (3) The reactants are [CH2:1]([NH:8][C:9]([C:11]1[S:15][C:14]([C:16]2[CH:21]=[N:20][CH:19]=[C:18](I)[N:17]=2)=[N:13][C:12]=1[CH3:23])=[O:10])[C:2]1[CH:7]=[CH:6][CH:5]=[CH:4][CH:3]=1.C([O-])([O-])=O.[Na+].[Na+].[F:30][C:31]1[CH:36]=[CH:35][C:34](/[CH:37]=[CH:38]/B(O)O)=[CH:33][CH:32]=1.O. The catalyst is COC.C1C=CC(P(C2C=CC=CC=2)[C-]2C=CC=C2)=CC=1.C1C=CC(P(C2C=CC=CC=2)[C-]2C=CC=C2)=CC=1.Cl[Pd]Cl.[Fe+2]. The product is [CH2:1]([NH:8][C:9]([C:11]1[S:15][C:14]([C:16]2[CH:21]=[N:20][CH:19]=[C:18](/[CH:38]=[CH:37]/[C:34]3[CH:35]=[CH:36][C:31]([F:30])=[CH:32][CH:33]=3)[N:17]=2)=[N:13][C:12]=1[CH3:23])=[O:10])[C:2]1[CH:7]=[CH:6][CH:5]=[CH:4][CH:3]=1. The yield is 0.600. (4) The reactants are Br[C:2]1[CH:7]=[CH:6][C:5]([Cl:8])=[CH:4][N:3]=1.[CH3:9][O:10][C:11]1[CH:16]=[C:15](B2OC(C)(C)C(C)(C)O2)[CH:14]=[CH:13][N:12]=1.C([O-])([O-])=O.[K+].[K+]. The catalyst is CS(C)=O.Cl[Pd]Cl. The product is [Cl:8][C:5]1[CH:6]=[CH:7][C:2]([C:15]2[CH:14]=[CH:13][N:12]=[C:11]([O:10][CH3:9])[CH:16]=2)=[N:3][CH:4]=1. The yield is 0.340. (5) The catalyst is CN(C=O)C.[Cu]I.C1COCC1. The reactants are [F-].[K+].C[Si](C)(C)[C:5]([F:8])([F:7])[F:6].[Cl:11][C:12]1[N:19]=[C:18]([Cl:20])[C:17](I)=[CH:16][C:13]=1[C:14]#[N:15].N. The product is [Cl:11][C:12]1[N:19]=[C:18]([Cl:20])[C:17]([C:5]([F:8])([F:7])[F:6])=[CH:16][C:13]=1[C:14]#[N:15]. The yield is 0.375. (6) The reactants are CC1(C)C[O:5][C:4]([C:7]([C:10]2[CH:15]=[CH:14][C:13]([CH2:16][CH2:17][N:18]3[CH2:23][CH2:22][CH:21]([C:24]4[N:28]([CH2:29][CH2:30][O:31][CH2:32][CH3:33])[C:27]5[CH:34]=[CH:35][CH:36]=[CH:37][C:26]=5[N:25]=4)[CH2:20][CH2:19]3)=[CH:12][CH:11]=2)([CH3:9])[CH3:8])=N1.Cl.[OH-].[Na+].C([O:44]C(=O)C)C. The catalyst is C(O)CCC. The product is [CH2:32]([O:31][CH2:30][CH2:29][N:28]1[C:27]2[CH:34]=[CH:35][CH:36]=[CH:37][C:26]=2[N:25]=[C:24]1[CH:21]1[CH2:20][CH2:19][N:18]([CH2:17][CH2:16][C:13]2[CH:12]=[CH:11][C:10]([C:7]([CH3:9])([CH3:8])[C:4]([OH:44])=[O:5])=[CH:15][CH:14]=2)[CH2:23][CH2:22]1)[CH3:33]. The yield is 0.870. (7) The reactants are C([N:8]([C:20](=[O:50])[CH2:21][C:22]([C:25]1[CH:30]=[C:29]([P:31]([O:42][CH2:43][CH3:44])([CH2:33][P:34]([O:39][CH2:40][CH3:41])([O:36][CH2:37][CH3:38])=[O:35])=[O:32])[CH:28]=[CH:27][C:26]=1[O:45][C:46](=[O:49])[CH2:47][CH3:48])([CH3:24])[CH3:23])[C@H:9]([C:17]([OH:19])=[O:18])[CH2:10][C:11]1[CH:16]=[CH:15][CH:14]=[CH:13][CH:12]=1)C1C=CC=CC=1. The catalyst is CO.[Pd]. The product is [C:46]([O:45][C:26]1[CH:27]=[CH:28][C:29]([P:31]([O:42][CH2:43][CH3:44])([CH2:33][P:34]([O:36][CH2:37][CH3:38])([O:39][CH2:40][CH3:41])=[O:35])=[O:32])=[CH:30][C:25]=1[C:22]([CH3:24])([CH3:23])[CH2:21][C:20]([NH:8][C@H:9]([C:17]([OH:19])=[O:18])[CH2:10][C:11]1[CH:12]=[CH:13][CH:14]=[CH:15][CH:16]=1)=[O:50])(=[O:49])[CH2:47][CH3:48]. The yield is 0.940.